This data is from Reaction yield outcomes from USPTO patents with 853,638 reactions. The task is: Predict the reaction yield, written as a fraction of the theoretical maximum amount of product (1.0 means a 100% yield; for example, 0.34 means a 34% yield). The reactants are [C:1]([O:5][C:6]([N:8]1[C@@H:12]([C:13]2[CH:18]=[CH:17][CH:16]=[CH:15][CH:14]=2)[C@@H:11]([C:19]([O:21]C)=[O:20])[O:10][C@@H:9]1[C:23]1[CH:28]=[CH:27][C:26]([O:29][CH3:30])=[CH:25][CH:24]=1)=[O:7])([CH3:4])([CH3:3])[CH3:2].O.C(=O)([O-])[O-].[K+].[K+]. The catalyst is CO. The product is [C:1]([O:5][C:6]([N:8]1[C@@H:12]([C:13]2[CH:18]=[CH:17][CH:16]=[CH:15][CH:14]=2)[C@@H:11]([C:19]([OH:21])=[O:20])[O:10][C@@H:9]1[C:23]1[CH:28]=[CH:27][C:26]([O:29][CH3:30])=[CH:25][CH:24]=1)=[O:7])([CH3:4])([CH3:3])[CH3:2]. The yield is 0.940.